From a dataset of Forward reaction prediction with 1.9M reactions from USPTO patents (1976-2016). Predict the product of the given reaction. (1) Given the reactants CO[C:3]1[CH:8]=[CH:7][C:6]([C@@H:9]([N:11]([CH2:22][C:23]2[N:24]=[C:25]3[CH:30]=[CH:29][CH:28]=[C:27]([N:31]4[CH2:36][CH2:35][N:34]([CH3:37])[CH2:33][CH2:32]4)[N:26]3[CH:38]=2)[C@@H:12]2[C:21]3[N:20]=[CH:19][CH:18]=[CH:17][C:16]=3[CH2:15][CH2:14][CH2:13]2)C)=[CH:5][CH:4]=1.[C:39]1(C)C=CC(C=O)=CC=1, predict the reaction product. The product is: [CH3:39][C:3]1[CH:8]=[CH:7][C:6]([CH2:9][N:11]([CH2:22][C:23]2[N:24]=[C:25]3[CH:30]=[CH:29][CH:28]=[C:27]([N:31]4[CH2:32][CH2:33][N:34]([CH3:37])[CH2:35][CH2:36]4)[N:26]3[CH:38]=2)[C@@H:12]2[C:21]3[N:20]=[CH:19][CH:18]=[CH:17][C:16]=3[CH2:15][CH2:14][CH2:13]2)=[CH:5][CH:4]=1. (2) Given the reactants [O:1]1[C:5]2[CH:6]=[CH:7][C:8]([CH:10]([CH:18](C(OCC)=O)[C:19]([O:21]CC)=[O:20])[CH2:11][C:12]3[CH:17]=[CH:16][CH:15]=[CH:14][CH:13]=3)=[CH:9][C:4]=2[O:3][CH2:2]1.[OH-].[K+], predict the reaction product. The product is: [O:1]1[C:5]2[CH:6]=[CH:7][C:8]([CH:10]([CH2:11][C:12]3[CH:13]=[CH:14][CH:15]=[CH:16][CH:17]=3)[CH2:18][C:19]([OH:21])=[O:20])=[CH:9][C:4]=2[O:3][CH2:2]1. (3) Given the reactants [C:1]1([C@@H:7]([NH:9][C@H:10]2[CH2:15][CH2:14][CH2:13][CH2:12][C@@H:11]2[CH2:16][OH:17])[CH3:8])[CH:6]=[CH:5][CH:4]=[CH:3][CH:2]=1.Br[CH2:19][C:20]([O:22][CH2:23][CH3:24])=[O:21].C(=O)([O-])[O-].[Na+].[Na+], predict the reaction product. The product is: [OH:17][CH2:16][C@H:11]1[CH2:12][CH2:13][CH2:14][CH2:15][C@@H:10]1[N:9]([C@H:7]([C:1]1[CH:6]=[CH:5][CH:4]=[CH:3][CH:2]=1)[CH3:8])[CH2:19][C:20]([O:22][CH2:23][CH3:24])=[O:21]. (4) Given the reactants [N:1]1([C:7]2[CH:8]=[CH:9][C:10]3[N:11]([C:13]([C:16]([F:19])([F:18])[F:17])=[N:14][N:15]=3)[N:12]=2)[CH2:6][CH2:5][NH:4][CH2:3][CH2:2]1.[CH:20]([C:22]1[CH:31]=[CH:30][C:25]([O:26][CH2:27][C:28]#[N:29])=[CH:24][CH:23]=1)=O, predict the reaction product. The product is: [F:19][C:16]([F:17])([F:18])[C:13]1[N:11]2[N:12]=[C:7]([N:1]3[CH2:2][CH2:3][N:4]([CH2:20][C:22]4[CH:31]=[CH:30][C:25]([O:26][CH2:27][C:28]#[N:29])=[CH:24][CH:23]=4)[CH2:5][CH2:6]3)[CH:8]=[CH:9][C:10]2=[N:15][N:14]=1. (5) Given the reactants [C:1]1([N:7]2[C:11]([C:12]3[S:13][CH:14]=[CH:15][CH:16]=3)=[CH:10][C:9]([CH2:17][CH2:18][CH:19]=O)=[N:8]2)[CH:6]=[CH:5][CH:4]=[CH:3][CH:2]=1.[CH3:21][C:22]1[C:27]([CH3:28])=[CH:26][CH:25]=[CH:24][C:23]=1[N:29]1[CH2:34][CH2:33][NH:32][CH2:31][CH2:30]1.CCN(C(C)C)C(C)C.[BH-](OC(C)=O)(OC(C)=O)OC(C)=O.[Na+], predict the reaction product. The product is: [CH3:21][C:22]1[C:27]([CH3:28])=[CH:26][CH:25]=[CH:24][C:23]=1[N:29]1[CH2:30][CH2:31][N:32]([CH2:19][CH2:18][CH2:17][C:9]2[CH:10]=[C:11]([C:12]3[S:13][CH:14]=[CH:15][CH:16]=3)[N:7]([C:1]3[CH:6]=[CH:5][CH:4]=[CH:3][CH:2]=3)[N:8]=2)[CH2:33][CH2:34]1. (6) Given the reactants [H-].[Na+].[C:3]([O:7][C:8](=[O:15])[NH:9][C:10]1[CH:14]=[CH:13][O:12][N:11]=1)([CH3:6])([CH3:5])[CH3:4].[F:16][C:17]1[CH:18]=[C:19]([N:24]2[CH2:28][C@H:27]([CH2:29]OS(C)(=O)=O)[O:26][C:25]2=[O:35])[CH:20]=[CH:21][C:22]=1[I:23], predict the reaction product. The product is: [C:3]([O:7][C:8](=[O:15])[N:9]([CH2:29][C@@H:27]1[O:26][C:25](=[O:35])[N:24]([C:19]2[CH:20]=[CH:21][C:22]([I:23])=[C:17]([F:16])[CH:18]=2)[CH2:28]1)[C:10]1[CH:14]=[CH:13][O:12][N:11]=1)([CH3:6])([CH3:4])[CH3:5]. (7) Given the reactants [NH:1]([C:29]([O:31][C:32]([CH3:35])([CH3:34])[CH3:33])=[O:30])[C@H:2]([C:26](O)=O)[CH2:3][C:4](=[O:25])[NH:5][C:6]([C:19]1[CH:24]=[CH:23][CH:22]=[CH:21][CH:20]=1)([C:13]1[CH:18]=[CH:17][CH:16]=[CH:15][CH:14]=1)[C:7]1[CH:12]=[CH:11][CH:10]=[CH:9][CH:8]=1.CN1CCOCC1.ClC(OCC(C)C)=O.[NH2:51][C:52]1[CH:53]=[C:54]([C:59]2[CH:64]=[CH:63][C:62]([C:65]#[N:66])=[C:61]([F:67])[CH:60]=2)[CH:55]=[CH:56][C:57]=1[NH2:58], predict the reaction product. The product is: [C:65]([C:62]1[CH:63]=[CH:64][C:59]([C:54]2[CH:55]=[CH:56][C:57]3[NH:58][C:26]([C@@H:2]([NH:1][C:29](=[O:30])[O:31][C:32]([CH3:35])([CH3:34])[CH3:33])[CH2:3][C:4](=[O:25])[NH:5][C:6]([C:7]4[CH:12]=[CH:11][CH:10]=[CH:9][CH:8]=4)([C:19]4[CH:20]=[CH:21][CH:22]=[CH:23][CH:24]=4)[C:13]4[CH:14]=[CH:15][CH:16]=[CH:17][CH:18]=4)=[N:51][C:52]=3[CH:53]=2)=[CH:60][C:61]=1[F:67])#[N:66].